From a dataset of Clinical trial toxicity outcomes and FDA approval status for drugs. Regression/Classification. Given a drug SMILES string, predict its toxicity properties. Task type varies by dataset: regression for continuous values (e.g., LD50, hERG inhibition percentage) or binary classification for toxic/non-toxic outcomes (e.g., AMES mutagenicity, cardiotoxicity, hepatotoxicity). Dataset: clintox. (1) The compound is CC(C)(C)NC(=O)[C@@H]1CN(Cc2cccnc2)CC[NH+]1C[C@@H](O)C[C@@H](Cc1ccccc1)C(=O)N[C@H]1c2ccccc2C[C@H]1O. The result is 0 (passed clinical trial). (2) The molecule is O=C1CC[C@@]2(O)[C@H]3Cc4ccc(O)c5c4[C@@]2(CC[NH+]3CC2CC2)[C@H]1O5. The result is 0 (passed clinical trial). (3) The molecule is O=S(=O)([O-])[O-]. The result is 0 (passed clinical trial). (4) The compound is [NH2+]=C(NCCCCCCNC(=[NH2+])NC(=[NH2+])Nc1ccc(Cl)cc1)NC(=[NH2+])Nc1ccc(Cl)cc1. The result is 0 (passed clinical trial). (5) The drug is C[C@H](CCC(=O)[O-])[C@H]1CC[C@H]2[C@@H]3[C@@H](O)C[C@@H]4C[C@H](O)CC[C@]4(C)[C@H]3CC[C@@]21C. The result is 0 (passed clinical trial). (6) The drug is Cn1cncc1[C@@](N)(c1ccc(Cl)cc1)c1ccc2c(c1)c(-c1cccc(Cl)c1)cc(=O)n2C. The result is 1 (failed clinical trial for toxicity). (7) The compound is CC(C(=O)[O-])c1ccc(C(=O)c2cccs2)cc1. The result is 0 (passed clinical trial). (8) The compound is O=c1[nH]c2ccccc2n1C1CC[NH+](CCCC(c2ccc(F)cc2)c2ccc(F)cc2)CC1. The result is 0 (passed clinical trial).